Predict the product of the given reaction. From a dataset of Forward reaction prediction with 1.9M reactions from USPTO patents (1976-2016). (1) Given the reactants [Cl:1][C:2]1[CH:38]=[CH:37][C:5]([CH2:6][N:7]2[C:12](=[N:13][C:14]3[CH:19]=[CH:18][C:17]([O:20][CH:21]([CH3:23])[CH3:22])=[C:16]([CH3:24])[CH:15]=3)[NH:11][C:10](=[O:25])[N:9]([CH2:26][C@@H:27]([C:32]([O:34][CH3:35])=[O:33])[O:28]COC)[C:8]2=[O:36])=[CH:4][CH:3]=1.Cl.C(=O)(O)[O-].[Na+], predict the reaction product. The product is: [Cl:1][C:2]1[CH:3]=[CH:4][C:5]([CH2:6][N:7]2[C:12](=[N:13][C:14]3[CH:19]=[CH:18][C:17]([O:20][CH:21]([CH3:23])[CH3:22])=[C:16]([CH3:24])[CH:15]=3)[NH:11][C:10](=[O:25])[N:9]([CH2:26][C@@H:27]([C:32]([O:34][CH3:35])=[O:33])[OH:28])[C:8]2=[O:36])=[CH:37][CH:38]=1. (2) Given the reactants [Cl:1][C:2]1[C:8]([O:9][CH3:10])=[CH:7][C:6]([O:11][CH3:12])=[C:5]([Cl:13])[C:3]=1[NH2:4].[C:14](Cl)(Cl)=[O:15], predict the reaction product. The product is: [Cl:1][C:2]1[C:8]([O:9][CH3:10])=[CH:7][C:6]([O:11][CH3:12])=[C:5]([Cl:13])[C:3]=1[N:4]=[C:14]=[O:15]. (3) Given the reactants Cl.[Br:2][C:3]1[CH:4]=[CH:5][C:6]([O:9][C:10]2[CH:11]=[C:12]([C@H:16]3[CH2:20][C:19]4([CH2:25][CH2:24][NH:23][CH2:22][CH2:21]4)[O:18][CH2:17]3)[CH:13]=[CH:14][CH:15]=2)=[N:7][CH:8]=1.[N:26]1[CH:31]=[CH:30][CH:29]=[C:28]([NH:32][C:33](=O)[O:34]C2C=CC=CC=2)[CH:27]=1.CCN(C(C)C)C(C)C, predict the reaction product. The product is: [Br:2][C:3]1[CH:4]=[CH:5][C:6]([O:9][C:10]2[CH:11]=[C:12]([C@H:16]3[CH2:20][C:19]4([CH2:25][CH2:24][N:23]([C:33]([NH:32][C:28]5[CH:27]=[N:26][CH:31]=[CH:30][CH:29]=5)=[O:34])[CH2:22][CH2:21]4)[O:18][CH2:17]3)[CH:13]=[CH:14][CH:15]=2)=[N:7][CH:8]=1. (4) Given the reactants [F:1][C:2]1[CH:7]=[CH:6][C:5]([C:8]2[N:9]=[C:10]3[CH:15]=[CH:14][CH:13]=[N:12][N:11]3[C:16]=2[C:17]2[CH:22]=[CH:21][N:20]=[C:19]([NH:23][C:24](=[O:31])OCC(Cl)(Cl)Cl)[CH:18]=2)=[CH:4][C:3]=1[CH3:32].[NH2:33][CH2:34][CH2:35][OH:36].C(N(C(C)C)C(C)C)C.C(=O)([O-])O.[Na+], predict the reaction product. The product is: [F:1][C:2]1[CH:7]=[CH:6][C:5]([C:8]2[N:9]=[C:10]3[CH:15]=[CH:14][CH:13]=[N:12][N:11]3[C:16]=2[C:17]2[CH:22]=[CH:21][N:20]=[C:19]([NH:23][C:24]([NH:33][CH2:34][CH2:35][OH:36])=[O:31])[CH:18]=2)=[CH:4][C:3]=1[CH3:32]. (5) Given the reactants [NH:1]([C:3]1[CH:12]=[C:11]([CH:13]([CH3:15])[CH3:14])[C:10]2[C:5](=[N:6][CH:7]=[CH:8][CH:9]=2)[N:4]=1)[NH2:2].[Cl:16][C:17]1[CH:18]=[C:19]([N:24]=[C:25]=[O:26])[CH:20]=[C:21]([Cl:23])[CH:22]=1, predict the reaction product. The product is: [Cl:16][C:17]1[CH:18]=[C:19]([NH:24][C:25]([NH:2][NH:1][C:3]2[CH:12]=[C:11]([CH:13]([CH3:15])[CH3:14])[C:10]3[C:5](=[N:6][CH:7]=[CH:8][CH:9]=3)[N:4]=2)=[O:26])[CH:20]=[C:21]([Cl:23])[CH:22]=1. (6) Given the reactants [CH3:1][CH:2]1[NH:7][CH2:6][CH2:5][N:4]([C:8]([O:10][C:11]([CH3:14])([CH3:13])[CH3:12])=[O:9])[CH2:3]1.[C:15]1([C:21]2[CH:28]=[CH:27][C:24]([CH:25]=O)=[CH:23][CH:22]=2)[CH:20]=[CH:19][CH:18]=[CH:17][CH:16]=1.C(O[BH-](OC(=O)C)OC(=O)C)(=O)C.[Na+], predict the reaction product. The product is: [CH3:1][CH:2]1[N:7]([CH2:25][C:24]2[CH:27]=[CH:28][C:21]([C:15]3[CH:16]=[CH:17][CH:18]=[CH:19][CH:20]=3)=[CH:22][CH:23]=2)[CH2:6][CH2:5][N:4]([C:8]([O:10][C:11]([CH3:13])([CH3:12])[CH3:14])=[O:9])[CH2:3]1. (7) Given the reactants [Br:1][C:2]1[CH:7]=[CH:6][C:5]([C:8]2[N:9]([CH2:14][C@@H:15]3[CH2:19][CH2:18][NH:17][CH2:16]3)[C:10](=[O:13])[NH:11][N:12]=2)=[CH:4][CH:3]=1.[CH:20]1([C:23](Cl)=[O:24])[CH2:22][CH2:21]1.CCN(C(C)C)C(C)C, predict the reaction product. The product is: [Br:1][C:2]1[CH:7]=[CH:6][C:5]([C:8]2[N:9]([CH2:14][C@@H:15]3[CH2:19][CH2:18][N:17]([C:23]([CH:20]4[CH2:22][CH2:21]4)=[O:24])[CH2:16]3)[C:10](=[O:13])[NH:11][N:12]=2)=[CH:4][CH:3]=1. (8) Given the reactants [Br:1][C:2]1[CH:3]=[C:4]([NH:10][C:11]2[N:16]=[C:15]([O:17][CH2:18][C@@H:19]([NH:21]C(=O)OC(C)(C)C)[CH3:20])[CH:14]=[CH:13][CH:12]=2)[C:5](=[O:9])[N:6]([CH3:8])[CH:7]=1.[ClH:29], predict the reaction product. The product is: [ClH:29].[NH2:21][C@@H:19]([CH3:20])[CH2:18][O:17][C:15]1[N:16]=[C:11]([NH:10][C:4]2[C:5](=[O:9])[N:6]([CH3:8])[CH:7]=[C:2]([Br:1])[CH:3]=2)[CH:12]=[CH:13][CH:14]=1. (9) Given the reactants [OH:1][C:2]1[CH:7]=[CH:6][C:5]([C:8](=[C:23]2[CH2:28][C:27]([CH3:30])([CH3:29])[CH2:26][C:25]([CH3:32])([CH3:31])[CH2:24]2)[C:9]2[CH:14]=[CH:13][C:12]([C:15]#[C:16][CH2:17][CH2:18][C:19]([O:21]C)=[O:20])=[CH:11][CH:10]=2)=[CH:4][CH:3]=1.[OH-].[Na+].Cl, predict the reaction product. The product is: [OH:1][C:2]1[CH:7]=[CH:6][C:5]([C:8](=[C:23]2[CH2:28][C:27]([CH3:30])([CH3:29])[CH2:26][C:25]([CH3:32])([CH3:31])[CH2:24]2)[C:9]2[CH:14]=[CH:13][C:12]([C:15]#[C:16][CH2:17][CH2:18][C:19]([OH:21])=[O:20])=[CH:11][CH:10]=2)=[CH:4][CH:3]=1. (10) Given the reactants [Cl:1][C:2]1[CH:7]=[CH:6][C:5]([OH:8])=[CH:4][CH:3]=1.C([O-])([O-])=O.[K+].[K+].[CH2:15](Br)[C:16]1[CH:21]=[CH:20][CH:19]=[CH:18][CH:17]=1, predict the reaction product. The product is: [Cl:1][C:2]1[CH:7]=[CH:6][C:5]([O:8][CH2:15][C:16]2[CH:21]=[CH:20][CH:19]=[CH:18][CH:17]=2)=[CH:4][CH:3]=1.